From a dataset of Reaction yield outcomes from USPTO patents with 853,638 reactions. Predict the reaction yield, written as a fraction of the theoretical maximum amount of product (1.0 means a 100% yield; for example, 0.34 means a 34% yield). (1) The reactants are [S:1]1[CH2:5][C:4](=O)[NH:3][C:2]1=O.P(Br)(Br)([Br:10])=O.CN(C)[CH:15]=[O:16].[BrH:18]. The catalyst is C(Cl)Cl. The product is [Br:18][C:2]1[S:1][C:5]([CH:15]=[O:16])=[C:4]([Br:10])[N:3]=1. The yield is 0.309. (2) The reactants are [Cl:1][C:2]1[CH:3]=[CH:4][C:5]([OH:19])=[C:6]([CH:18]=1)[C:7]([NH:9][C:10]1[CH:15]=[C:14]([Cl:16])[CH:13]=[C:12]([Cl:17])[CH:11]=1)=[O:8].[N:20]1([C:26](Cl)=[O:27])[CH2:25][CH2:24][O:23][CH2:22][CH2:21]1. No catalyst specified. The product is [Cl:1][C:2]1[CH:3]=[CH:4][C:5]([O:19][C:26]([N:20]2[CH2:25][CH2:24][O:23][CH2:22][CH2:21]2)=[O:27])=[C:6]([CH:18]=1)[C:7]([NH:9][C:10]1[CH:15]=[C:14]([Cl:16])[CH:13]=[C:12]([Cl:17])[CH:11]=1)=[O:8]. The yield is 0.832. (3) The reactants are [C:9](O[C:9]([O:11][C:12]([CH3:15])([CH3:14])[CH3:13])=[O:10])([O:11][C:12]([CH3:15])([CH3:14])[CH3:13])=[O:10].[Br:16][C:17]1[CH:25]=[CH:24][C:20]([CH2:21][CH2:22][NH2:23])=[CH:19][CH:18]=1. The catalyst is CN(C)C1C=CN=CC=1.ClCCl. The product is [Br:16][C:17]1[CH:25]=[CH:24][C:20]([CH2:21][CH2:22][NH:23][C:9](=[O:10])[O:11][C:12]([CH3:13])([CH3:14])[CH3:15])=[CH:19][CH:18]=1. The yield is 0.220. (4) The reactants are C(P(CCCC)CCCC)CCC.[CH2:14]([O:16][C@@H:17]([CH2:23][C:24]1[CH:29]=[CH:28][C:27]([OH:30])=[CH:26][CH:25]=1)[C:18]([O:20][CH2:21][CH3:22])=[O:19])[CH3:15].[Si:31]([CH2:38][O:39][CH2:40]/[CH:41]=[C:42](/[C:44]1[CH:49]=[CH:48][C:47]([C:50]2[CH:55]=[CH:54][C:53](/[C:56](/[CH3:60])=[CH:57]/[CH2:58]O)=[CH:52][CH:51]=2)=[CH:46][CH:45]=1)\[CH3:43])([C:34]([CH3:37])([CH3:36])[CH3:35])([CH3:33])[CH3:32]. The catalyst is C1COCC1.O.C(OCC)(=O)C. The product is [CH2:21]([O:20][C:18](=[O:19])[C@@H:17]([O:16][CH2:14][CH3:15])[CH2:23][C:24]1[CH:25]=[CH:26][C:27]([O:30][CH2:58]/[CH:57]=[C:56](/[C:53]2[CH:54]=[CH:55][C:50]([C:47]3[CH:48]=[CH:49][C:44](/[C:42](/[CH3:43])=[CH:41]/[CH2:40][O:39][CH2:38][Si:31]([C:34]([CH3:37])([CH3:36])[CH3:35])([CH3:33])[CH3:32])=[CH:45][CH:46]=3)=[CH:51][CH:52]=2)\[CH3:60])=[CH:28][CH:29]=1)[CH3:22]. The yield is 0.760. (5) The reactants are OC1C=C(N[C:9]2[N:14]=[C:13]([NH:15][C:16]3[CH:21]=[CH:20][CH:19]=[C:18]([OH:22])[CH:17]=3)[C:12]([F:23])=[CH:11][N:10]=2)C=CC=1.[OH:24][C:25]1[C:26]([CH3:32])=[C:27]([CH:29]=[CH:30][CH:31]=1)[NH2:28].Cl[C:34]1N=C(Cl)C(F)=CN=1. No catalyst specified. The product is [OH:24][C:25]1[C:26]([CH3:32])=[C:27]([NH:28][C:9]2[N:14]=[C:13]([NH:15][C:16]3[CH:21]=[CH:20][CH:19]=[C:18]([OH:22])[C:17]=3[CH3:34])[C:12]([F:23])=[CH:11][N:10]=2)[CH:29]=[CH:30][CH:31]=1. The yield is 0.880. (6) The reactants are Br[C:2]1[CH:3]=[CH:4][C:5]([C:8]([O:10][CH3:11])=[O:9])=[N:6][CH:7]=1.C(N(CC)CC)C.[CH:19]1([C:22]#[CH:23])[CH2:21][CH2:20]1. The catalyst is C1COCC1.O.C1C=CC([P]([Pd]([P](C2C=CC=CC=2)(C2C=CC=CC=2)C2C=CC=CC=2)([P](C2C=CC=CC=2)(C2C=CC=CC=2)C2C=CC=CC=2)[P](C2C=CC=CC=2)(C2C=CC=CC=2)C2C=CC=CC=2)(C2C=CC=CC=2)C2C=CC=CC=2)=CC=1.[Cu]I. The product is [CH:19]1([C:22]#[C:23][C:2]2[CH:3]=[CH:4][C:5]([C:8]([O:10][CH3:11])=[O:9])=[N:6][CH:7]=2)[CH2:21][CH2:20]1. The yield is 0.930. (7) The reactants are [OH-:1].[Na+:2].[CH:3]1[N:7]=[CH:6][N:5]([CH2:8][C:9]([P:15]([OH:18])([OH:17])=[O:16])([P:11]([OH:14])([OH:13])=[O:12])[OH:10])[CH:4]=1.CC([OH:22])C. The catalyst is O. The product is [CH:3]1[N:7]=[CH:6][N:5]([CH2:8][C:9]([P:11]([O-:14])([OH:13])=[O:12])([P:15]([O-:17])([OH:18])=[O:16])[OH:10])[CH:4]=1.[OH2:22].[OH2:1].[OH2:10].[OH2:10].[Na+:2].[Na+:2]. The yield is 0.910. (8) The reactants are Cl.[NH2:2][C:3]1[N:4]([CH2:26][CH3:27])[C:5]2[C:10]([C:11](=[O:24])[C:12]=1[C:13]([NH:15][CH2:16][CH:17](OCC)OCC)=[NH:14])=[CH:9][CH:8]=[C:7]([I:25])[CH:6]=2.[OH-].[Na+].[NH4+].[OH-]. The catalyst is O. The product is [NH2:2][C:3]1[N:4]([CH2:26][CH3:27])[C:5]2[C:10]([C:11](=[O:24])[C:12]=1[C:13]1[NH:14][CH:17]=[CH:16][N:15]=1)=[CH:9][CH:8]=[C:7]([I:25])[CH:6]=2. The yield is 0.760. (9) The reactants are Cl[CH:2]([CH:14]1[CH2:19][CH2:18][CH2:17][CH2:16][CH2:15]1)[C:3]1[O:4][C:5]2[CH:11]=[CH:10][C:9]([O:12][CH3:13])=[CH:8][C:6]=2[CH:7]=1.[NH2:20][C:21]1[CH:26]=[CH:25][C:24]([C:27]([NH:29][CH2:30][CH2:31][C:32]([O:34]CC)=[O:33])=[O:28])=[CH:23][CH:22]=1.[I-].[Na+].C(=O)([O-])[O-].[Na+].[Na+].Cl.[OH-].[Na+]. The catalyst is C(O)C.O1CCCC1.CN(C)C(=O)C. The product is [CH:14]1([CH:2]([NH:20][C:21]2[CH:22]=[CH:23][C:24]([C:27]([NH:29][CH2:30][CH2:31][C:32]([OH:34])=[O:33])=[O:28])=[CH:25][CH:26]=2)[C:3]2[O:4][C:5]3[CH:11]=[CH:10][C:9]([O:12][CH3:13])=[CH:8][C:6]=3[CH:7]=2)[CH2:19][CH2:18][CH2:17][CH2:16][CH2:15]1. The yield is 0.170.